This data is from Full USPTO retrosynthesis dataset with 1.9M reactions from patents (1976-2016). The task is: Predict the reactants needed to synthesize the given product. (1) Given the product [CH3:3][C:4]1([CH3:22])[N:8]([CH2:31][C:29]2[CH:28]=[CH:27][N:26]=[C:25]([CH2:23][CH3:24])[CH:30]=2)[C:7](=[O:9])[N:6]([C:10]2[CH:15]=[CH:14][C:13]([O:16][C:17]([F:20])([F:19])[F:18])=[CH:12][CH:11]=2)[C:5]1=[O:21], predict the reactants needed to synthesize it. The reactants are: [H-].[Na+].[CH3:3][C:4]1([CH3:22])[NH:8][C:7](=[O:9])[N:6]([C:10]2[CH:15]=[CH:14][C:13]([O:16][C:17]([F:20])([F:19])[F:18])=[CH:12][CH:11]=2)[C:5]1=[O:21].[CH2:23]([C:25]1[CH:30]=[C:29]([CH2:31]Br)[CH:28]=[CH:27][N:26]=1)[CH3:24].O.C(#N)C. (2) Given the product [I:30][C:1]1[N:2]=[CH:3][N:4]2[CH2:9][CH2:8][N:7]([C:10]([O:12][C:13]([CH3:16])([CH3:15])[CH3:14])=[O:11])[CH2:6][C:5]=12, predict the reactants needed to synthesize it. The reactants are: [CH:1]1[N:2]=[CH:3][N:4]2[CH2:9][CH2:8][N:7]([C:10]([O:12][C:13]([CH3:16])([CH3:15])[CH3:14])=[O:11])[CH2:6][C:5]=12.N1C=CN=CC=1.C1C(=O)N([I:30])C(=O)C1. (3) Given the product [CH:23]([NH:22][C:20](=[O:21])[CH2:19][O:18][C:17]1[CH:26]=[CH:27][CH:28]=[C:15]([C:4]2[CH:3]=[C:2]([NH:1][C:30]3[CH:35]=[CH:34][N:33]=[CH:32][CH:31]=3)[N:7]=[C:6]([N:8]3[CH2:9][CH2:10][N:11]([CH3:14])[CH2:12][CH2:13]3)[N:5]=2)[CH:16]=1)([CH3:25])[CH3:24], predict the reactants needed to synthesize it. The reactants are: [NH2:1][C:2]1[N:7]=[C:6]([N:8]2[CH2:13][CH2:12][N:11]([CH3:14])[CH2:10][CH2:9]2)[N:5]=[C:4]([C:15]2[CH:16]=[C:17]([CH:26]=[CH:27][CH:28]=2)[O:18][CH2:19][C:20]([NH:22][CH:23]([CH3:25])[CH3:24])=[O:21])[CH:3]=1.I[C:30]1[CH:35]=[CH:34][N:33]=[CH:32][CH:31]=1.CC(C1C=C(C(C)C)C(C2C=CC=CC=2P(C2CCCCC2)C2CCCCC2)=C(C(C)C)C=1)C.C([O-])([O-])=O.[Cs+].[Cs+]. (4) Given the product [C:13]([OH:12])(=[O:2])/[CH:14]=[CH:15]/[C:16]([OH:26])=[O:42].[O:26]=[C:16]1[C:15]2[CH:14]=[C:13]([O:12][C:1]([N:36]3[CH:37]4[CH2:40][CH2:41][N:33]([CH2:39][CH2:38]4)[CH2:34][CH2:35]3)=[O:2])[CH:25]=[CH:24][C:23]=2[C:22]2[C:17]1=[CH:18][CH:19]=[CH:20][CH:21]=2, predict the reactants needed to synthesize it. The reactants are: [C:1](Cl)(Cl)=[O:2].C1(C)C=CC=CC=1.[OH:12][C:13]1[CH:25]=[CH:24][C:23]2[C:22]3[C:17](=[CH:18][CH:19]=[CH:20][CH:21]=3)[C:16](=[O:26])[C:15]=2[CH:14]=1.N1C=CC=CC=1.[N:33]12[CH2:41][CH2:40][CH:37]([CH2:38][CH2:39]1)[NH:36][CH2:35][CH2:34]2.[OH-:42].[Na+]. (5) Given the product [CH3:31][C:32]1([CH3:34])[C:9]2[C:8](=[CH:13][CH:12]=[C:11]([C:14]([F:15])([F:16])[F:17])[CH:10]=2)[NH:7][CH:6]([C:5]2[CH:18]=[CH:19][CH:20]=[CH:21][C:4]=2[N+:1]([O-:3])=[O:2])[CH2:33]1, predict the reactants needed to synthesize it. The reactants are: [N+:1]([C:4]1[CH:21]=[CH:20][CH:19]=[CH:18][C:5]=1[CH:6]=[N:7][C:8]1[CH:13]=[CH:12][C:11]([C:14]([F:17])([F:16])[F:15])=[CH:10][CH:9]=1)([O-:3])=[O:2].B(F)(F)F.CCOCC.[CH2:31]=[C:32]([CH3:34])[CH3:33]. (6) Given the product [Cl:44][CH2:37][C:45]([N:8]1[CH2:9][CH2:10][C:11]2=[N:14][N:15]([C:30]3[CH:31]=[CH:32][CH:33]=[CH:34][N:29]=3)[CH:16]=[C:12]2[CH2:13]1)=[O:46], predict the reactants needed to synthesize it. The reactants are: C(OC([N:8]1[CH2:13][CH2:12][C:11](=[N:14][NH:15][C:16]2C=CC=CN=2)[CH2:10][CH2:9]1)=O)(C)(C)C.C([N:29]1[CH2:34][CH2:33][CH2:32][CH2:31][C:30]1=O)(OC(C)(C)C)=O.N1C=CC=C[C:37]=1NN.[ClH:44].[CH3:45][OH:46]. (7) Given the product [Cl:1][C:2]1[CH:3]=[CH:4][C:5]([O:37][CH:38]([F:39])[F:40])=[C:6]([C:8]2[C:13]([O:14][CH3:15])=[CH:12][N:11]([CH:16]([CH2:34][CH3:35])[C:17]([NH:19][C:20]3[CH:21]=[CH:22][C:23]4[N:24]([CH:26]=[C:27]([C:29]([OH:31])=[O:30])[N:28]=4)[CH:25]=3)=[O:18])[C:10](=[O:36])[CH:9]=2)[CH:7]=1, predict the reactants needed to synthesize it. The reactants are: [Cl:1][C:2]1[CH:3]=[CH:4][C:5]([O:37][CH:38]([F:40])[F:39])=[C:6]([C:8]2[C:13]([O:14][CH3:15])=[CH:12][N:11]([CH:16]([CH2:34][CH3:35])[C:17]([NH:19][C:20]3[CH:21]=[CH:22][C:23]4[N:24]([CH:26]=[C:27]([C:29]([O:31]CC)=[O:30])[N:28]=4)[CH:25]=3)=[O:18])[C:10](=[O:36])[CH:9]=2)[CH:7]=1.[OH-].[Li+].